Dataset: Full USPTO retrosynthesis dataset with 1.9M reactions from patents (1976-2016). Task: Predict the reactants needed to synthesize the given product. Given the product [F:4][C:2]([C:5]1[O:9][C:8]([CH2:10][N:11]2[N:15]=[C:14]([NH:16][C:28]([C:24]3[N:25]=[CH:26][O:27][C:23]=3[C:17]3[CH:18]=[CH:19][CH:20]=[CH:21][CH:22]=3)=[O:29])[CH:13]=[N:12]2)=[CH:7][CH:6]=1)([F:1])[CH3:3], predict the reactants needed to synthesize it. The reactants are: [F:1][C:2]([C:5]1[O:9][C:8]([CH2:10][N:11]2[N:15]=[C:14]([NH2:16])[CH:13]=[N:12]2)=[CH:7][CH:6]=1)([F:4])[CH3:3].[C:17]1([C:23]2[O:27][CH:26]=[N:25][C:24]=2[C:28](O)=[O:29])[CH:22]=[CH:21][CH:20]=[CH:19][CH:18]=1.